Predict which catalyst facilitates the given reaction. From a dataset of Catalyst prediction with 721,799 reactions and 888 catalyst types from USPTO. Reactant: [Na].Cl.NO.[Cl:5][C:6]1[CH:11]=[CH:10][C:9]([C:12]2([CH2:17][CH2:18][CH2:19][N:20]3C(=O)C4C(=CC=CC=4)C3=O)[O:16][CH2:15][CH2:14][O:13]2)=[CH:8][CH:7]=1.[F:31][C:32]([F:43])([F:42])[C:33]1[CH:41]=[CH:40][CH:39]=[CH:38][C:34]=1[C:35](Cl)=[O:36]. Product: [Cl:5][C:6]1[CH:7]=[CH:8][C:9]([C:12]2([CH2:17][CH2:18][CH2:19][NH:20][C:35](=[O:36])[C:34]3[CH:38]=[CH:39][CH:40]=[CH:41][C:33]=3[C:32]([F:43])([F:42])[F:31])[O:13][CH2:14][CH2:15][O:16]2)=[CH:10][CH:11]=1. The catalyst class is: 5.